From a dataset of HIV replication inhibition screening data with 41,000+ compounds from the AIDS Antiviral Screen. Binary Classification. Given a drug SMILES string, predict its activity (active/inactive) in a high-throughput screening assay against a specified biological target. (1) The compound is CCCCCCCCSC(=O)NCCCC. The result is 0 (inactive). (2) The molecule is O=C1CCC2=C1CC1CCCOC1O2. The result is 0 (inactive). (3) The drug is C=C(C)C1CC(=O)C2(C)CC3OC3(C)CCC=C(C)CCC12. The result is 0 (inactive). (4) The drug is O=C1C(=Cc2ccc3c(c2)OCO3)SC2C=Nc3ccccc3N12. The result is 0 (inactive). (5) The drug is COc1ccc2c3c([nH]c2c1[N+](=O)[O-])C(C)N(Cc1ccccc1)CC3. The result is 0 (inactive). (6) The drug is NC(=O)NN=C1CC2CCCCC2c2ccccc21. The result is 0 (inactive).